This data is from Full USPTO retrosynthesis dataset with 1.9M reactions from patents (1976-2016). The task is: Predict the reactants needed to synthesize the given product. (1) The reactants are: [C:1]([C:5]1[NH:10][C:9](=[O:11])[C:8]([CH:12]([NH:15][C:16]([CH:18]2[CH2:22][CH2:21][CH2:20][CH2:19]2)=O)[CH2:13][CH3:14])=[N:7][N:6]=1)([CH3:4])([CH3:3])[CH3:2].P(Cl)(Cl)(Cl)=O. Given the product [C:1]([C:5]1[NH:10][C:9](=[O:11])[C:8]2=[C:12]([CH2:13][CH3:14])[N:15]=[C:16]([CH:18]3[CH2:22][CH2:21][CH2:20][CH2:19]3)[N:7]2[N:6]=1)([CH3:4])([CH3:3])[CH3:2], predict the reactants needed to synthesize it. (2) Given the product [Br:24][C:25]1[C:26]([S:32]([NH:35][C:1](=[O:2])[C:4](=[C:5]2[CH:12]3[CH2:13][C:8]4([O:15][C:16](=[O:22])[CH2:17][C:18]([CH3:19])([CH3:21])[CH3:20])[CH2:9][CH:10]([CH2:14][CH:6]2[CH2:7]4)[CH2:11]3)[F:23])(=[O:33])=[O:34])=[C:27]([Cl:31])[S:28][C:29]=1[Cl:30], predict the reactants needed to synthesize it. The reactants are: [C:1]([C:4]([F:23])=[C:5]1[CH:12]2[CH2:13][C:8]3([O:15][C:16](=[O:22])[CH2:17][C:18]([CH3:21])([CH3:20])[CH3:19])[CH2:9][CH:10]([CH2:14][CH:6]1[CH2:7]3)[CH2:11]2)(O)=[O:2].[Br:24][C:25]1[C:26]([S:32]([NH2:35])(=[O:34])=[O:33])=[C:27]([Cl:31])[S:28][C:29]=1[Cl:30]. (3) Given the product [CH3:1][O:2][C:3]1[C:8]([C:9]([OH:11])=[O:10])=[CH:7][C:6]([C:13]2[CH:14]=[CH:15][CH:16]=[CH:17][CH:18]=2)=[C:5]([C:19]2[CH:20]=[CH:21][C:22]([Cl:25])=[CH:23][CH:24]=2)[N:4]=1, predict the reactants needed to synthesize it. The reactants are: [CH3:1][O:2][C:3]1[C:8]([C:9]([O:11]C)=[O:10])=[CH:7][C:6]([C:13]2[CH:18]=[CH:17][CH:16]=[CH:15][CH:14]=2)=[C:5]([C:19]2[CH:24]=[CH:23][C:22]([Cl:25])=[CH:21][CH:20]=2)[N:4]=1.[OH-].[Na+].Cl. (4) Given the product [NH2:7][C:8]1[CH:13]=[C:12]([C:14]([F:16])([F:17])[F:15])[CH:11]=[CH:10][C:9]=1[C:18]1[N:19]=[CH:20][N:21]=[C:22]([O:24][C:25]2[CH:26]=[CH:27][CH:28]=[C:29]3[C:34]=2[N:33]=[C:32]([NH2:35])[CH:31]=[CH:30]3)[CH:23]=1, predict the reactants needed to synthesize it. The reactants are: C(OC(=O)[NH:7][C:8]1[CH:13]=[C:12]([C:14]([F:17])([F:16])[F:15])[CH:11]=[CH:10][C:9]=1[C:18]1[CH:23]=[C:22]([O:24][C:25]2[CH:26]=[CH:27][CH:28]=[C:29]3[C:34]=2[N:33]=[C:32]([NH2:35])[CH:31]=[CH:30]3)[N:21]=[CH:20][N:19]=1)(C)(C)C.Cl. (5) Given the product [Br-:28].[C:1]([O:5][C:6]([NH:8][CH:9]([C:22]1[CH:23]=[CH:24][CH:25]=[CH:26][CH:27]=1)[C:10]([O:12][CH:13]1[CH2:14][CH:15]2[N+:20]([CH3:21])([CH2:29][C:30](=[O:31])[C:32]3[CH:37]=[CH:36][CH:35]=[CH:34][CH:33]=3)[CH:18]([CH2:17][CH2:16]2)[CH2:19]1)=[O:11])=[O:7])([CH3:4])([CH3:2])[CH3:3], predict the reactants needed to synthesize it. The reactants are: [C:1]([O:5][C:6]([NH:8][CH:9]([C:22]1[CH:27]=[CH:26][CH:25]=[CH:24][CH:23]=1)[C:10]([O:12][CH:13]1[CH2:19][CH:18]2[N:20]([CH3:21])[CH:15]([CH2:16][CH2:17]2)[CH2:14]1)=[O:11])=[O:7])([CH3:4])([CH3:3])[CH3:2].[Br:28][CH2:29][C:30]([C:32]1[CH:37]=[CH:36][CH:35]=[CH:34][CH:33]=1)=[O:31]. (6) Given the product [Cl:13][C:7]1[N:6]=[CH:5][C:4]([CH:1]([CH3:3])[CH3:2])=[CH:9][N:8]=1, predict the reactants needed to synthesize it. The reactants are: [CH:1]([C:4]1[CH:5]=[N:6][C:7](=O)[NH:8][CH:9]=1)([CH3:3])[CH3:2].O=P(Cl)(Cl)[Cl:13].